This data is from Catalyst prediction with 721,799 reactions and 888 catalyst types from USPTO. The task is: Predict which catalyst facilitates the given reaction. Reactant: [CH3:1][O:2][C:3](=[O:13])[C:4]1[CH:12]=[CH:11][CH:10]=[C:6]([C:7]([OH:9])=O)[CH:5]=1.C(N1C=CN=C1)(N1C=CN=C1)=O.C(=O)=O.[F:29][C:30]1[CH:39]=[CH:38][C:33]([C:34]([NH:36]O)=[NH:35])=[CH:32][CH:31]=1. Product: [CH3:1][O:2][C:3](=[O:13])[C:4]1[CH:12]=[CH:11][CH:10]=[C:6]([C:7]2[O:9][N:36]=[C:34]([C:33]3[CH:38]=[CH:39][C:30]([F:29])=[CH:31][CH:32]=3)[N:35]=2)[CH:5]=1. The catalyst class is: 3.